Dataset: Catalyst prediction with 721,799 reactions and 888 catalyst types from USPTO. Task: Predict which catalyst facilitates the given reaction. (1) Reactant: [CH3:1][C:2]1[N:3]=[CH:4][CH:5]=[C:6]2[C:11]=1[C:10](=[O:12])[N:9]([CH3:13])[C:8]1[CH:14]=[C:15]([O:20][CH2:21][C@@H:22]([NH:27][C:28](=[O:34])[O:29][C:30]([CH3:33])([CH3:32])[CH3:31])[CH2:23][CH:24]([CH3:26])[CH3:25])[C:16]([CH:18]=[CH2:19])=[CH:17][C:7]2=1.[H][H]. Product: [CH2:18]([C:16]1[C:15]([O:20][CH2:21][C@@H:22]([NH:27][C:28](=[O:34])[O:29][C:30]([CH3:31])([CH3:32])[CH3:33])[CH2:23][CH:24]([CH3:26])[CH3:25])=[CH:14][C:8]2[N:9]([CH3:13])[C:10](=[O:12])[C:11]3[C:6]([C:7]=2[CH:17]=1)=[CH:5][CH:4]=[N:3][C:2]=3[CH3:1])[CH3:19]. The catalyst class is: 19. (2) Reactant: C(NC(C)C)(C)C.[Cl-].[Li+].C([Li])CCC.[F:15][C:16]1[CH:21]=[CH:20][CH:19]=[CH:18][N:17]=1.[CH:22]1([CH:25]=[O:26])[CH2:24][CH2:23]1. Product: [CH:22]1([CH:25]([C:21]2[C:16]([F:15])=[N:17][CH:18]=[CH:19][CH:20]=2)[OH:26])[CH2:24][CH2:23]1. The catalyst class is: 7.